This data is from Reaction yield outcomes from USPTO patents with 853,638 reactions. The task is: Predict the reaction yield, written as a fraction of the theoretical maximum amount of product (1.0 means a 100% yield; for example, 0.34 means a 34% yield). (1) The reactants are [NH2:1][CH:2]([CH2:10][CH2:11][CH2:12][C:13]1[CH:18]=[CH:17][CH:16]=[CH:15][C:14]=1Br)[C:3]([O:5][C:6]([CH3:9])([CH3:8])[CH3:7])=[O:4].C1(P(C2C=CC=CC=2)C2C=CC=CC=2)C=CC=CC=1.C(=O)([O-])[O-].[Cs+].[Cs+]. The catalyst is C1(C)C=CC=CC=1.C(OCC)(=O)C.C([O-])(=O)C.[Pd+2].C([O-])(=O)C. The product is [NH:1]1[C:14]2[CH:15]=[CH:16][CH:17]=[CH:18][C:13]=2[CH2:12][CH2:11][CH2:10][CH:2]1[C:3]([O:5][C:6]([CH3:9])([CH3:8])[CH3:7])=[O:4]. The yield is 0.410. (2) The reactants are [C:1]1(B(O)O)[CH:6]=[CH:5][CH:4]=[CH:3][CH:2]=1.F[B-](F)(F)F.[CH:34]1(P([CH:34]2[CH2:39][CH2:38][CH2:37][CH2:36][CH2:35]2)C2C(OC)=CC(OC)=CC=2OC)[CH2:39][CH2:38][CH2:37][CH2:36][CH2:35]1.[C:40](=[O:43])([O-])[O-:41].[K+].[K+]. The catalyst is C([O-])(=O)C.[Pd+2].C([O-])(=O)C.C1(C)C=CC=CC=1. The product is [CH2:2]([C:1]1[C:40](=[O:43])[O:41][C@H:5]([C:34]2[CH:35]=[CH:36][CH:37]=[CH:38][CH:39]=2)[C:6]=1[C:1]1[CH:6]=[CH:5][CH:4]=[CH:3][CH:2]=1)[CH2:3][CH3:4]. The yield is 0.750. (3) The reactants are C1(P(C2C=CC=CC=2)C2C=CC=CC=2)C=CC=CC=1.BrN1C(=O)CCC1=O.[CH:28]1([CH2:33][C@H:34]([C:38]2[CH:43]=[CH:42][C:41]([S:44]([CH3:47])(=[O:46])=[O:45])=[CH:40][CH:39]=2)[C:35]([OH:37])=O)[CH2:32][CH2:31][CH2:30][CH2:29]1.[NH2:48][C:49]1[S:50][CH:51]=[CH:52][N:53]=1. The catalyst is C(Cl)Cl. The product is [CH:28]1([CH2:33][C@H:34]([C:38]2[CH:43]=[CH:42][C:41]([S:44]([CH3:47])(=[O:46])=[O:45])=[CH:40][CH:39]=2)[C:35]([NH:48][C:49]2[S:50][CH:51]=[CH:52][N:53]=2)=[O:37])[CH2:29][CH2:30][CH2:31][CH2:32]1. The yield is 0.740. (4) The reactants are [CH3:1][O:2][C:3]1[CH:4]=[C:5]([C:9]2[CH:10]=[C:11]([C:16]3[O:17][C:18]([CH:21]4[CH2:26][CH2:25][NH:24][CH2:23][CH2:22]4)=[N:19][N:20]=3)[C:12]([NH2:15])=[N:13][CH:14]=2)[CH:6]=[CH:7][CH:8]=1.[H-].[Na+].[CH3:29]I. The catalyst is C1COCC1. The product is [CH3:1][O:2][C:3]1[CH:4]=[C:5]([C:9]2[CH:10]=[C:11]([C:16]3[O:17][C:18]([CH:21]4[CH2:26][CH2:25][N:24]([CH3:29])[CH2:23][CH2:22]4)=[N:19][N:20]=3)[C:12]([NH2:15])=[N:13][CH:14]=2)[CH:6]=[CH:7][CH:8]=1. The yield is 0.193. (5) The reactants are [CH3:1][O:2][C:3](=[O:14])[C:4]1[C:5](=[CH:7][CH:8]=[C:9]([C:11](=[O:13])[CH3:12])[CH:10]=1)[OH:6].[C:15](=O)([O-])[O-].[Na+].[Na+].CI.Cl. The catalyst is O.CN(C)C=O. The product is [CH3:1][O:2][C:3](=[O:14])[C:4]1[CH:10]=[C:9]([C:11](=[O:13])[CH3:12])[CH:8]=[CH:7][C:5]=1[O:6][CH3:15]. The yield is 0.965. (6) The reactants are [S].Cl[C:3]1[CH:12]=[CH:11][C:6]([NH:7][C:8](=[O:10])[CH3:9])=[CH:5][C:4]=1[N+:13]([O-])=O.[C:16](=[S:18])=[S:17].S(OC)(OC)(=O)=O. The catalyst is O. The product is [C:8]([NH:7][C:6]1[CH:11]=[CH:12][C:3]2[S:17][C:16]([SH:18])=[N:13][C:4]=2[CH:5]=1)(=[O:10])[CH3:9]. The yield is 0.550. (7) The reactants are Br[C:2]1[CH:12]=[CH:11][CH:10]=[CH:9][C:3]=1[C:4]([O:6][CH2:7][CH3:8])=[O:5].C(N(CC)CC)C.[C:20]([OH:24])(=[O:23])[CH:21]=[CH2:22]. The catalyst is C1(C)C=CC=CC=1.C([O-])(=O)C.[Pd+2].C([O-])(=O)C.CC1C=CC=CC=1P(C1C=CC=CC=1C)C1C=CC=CC=1C. The product is [CH2:7]([O:6][C:4]([C:3]1[CH:9]=[CH:10][CH:11]=[CH:12][C:2]=1[CH:22]=[CH:21][C:20]([OH:24])=[O:23])=[O:5])[CH3:8]. The yield is 1.03. (8) The reactants are [NH2:1][C:2]1[CH:3]=[C:4]([CH:7]=[CH:8][C:9]=1[OH:10])[C:5]#[N:6].[C:11](N1C=CN=C1)(N1C=CN=C1)=[O:12].C(=O)([O-])[O-].[K+].[K+].Br[CH2:30][C:31]([O:33][C:34]([CH3:37])([CH3:36])[CH3:35])=[O:32]. The catalyst is CN(C=O)C. The product is [C:5]([C:4]1[CH:7]=[CH:8][C:9]2[O:10][C:11](=[O:12])[N:1]([CH2:30][C:31]([O:33][C:34]([CH3:37])([CH3:36])[CH3:35])=[O:32])[C:2]=2[CH:3]=1)#[N:6]. The yield is 0.600. (9) The reactants are [CH3:1][CH:2]([CH3:21])[CH2:3][CH:4]([NH:8][S:9]([C:12]1[CH:17]=[CH:16][CH:15]=[CH:14][C:13]=1[N+:18]([O-])=O)(=[O:11])=[O:10])[C:5](O)=[O:6].CCO.ON1C(=O)CCC1=O.C1CCC(N=C=NC2CCCCC2)CC1. The catalyst is C1COCC1.[Pd]. The product is [CH2:3]([CH:4]1[C:5](=[O:6])[NH:18][C:13]2[CH:14]=[CH:15][CH:16]=[CH:17][C:12]=2[S:9](=[O:11])(=[O:10])[NH:8]1)[CH:2]([CH3:21])[CH3:1]. The yield is 0.530. (10) The reactants are [CH:1]([C:3]1[CH:11]=[CH:10][C:6]([C:7]([OH:9])=[O:8])=[CH:5][CH:4]=1)=[O:2].[OH:12][S:13]([O-:15])=[O:14].[Na+:16]. The catalyst is CCO.O. The product is [C:7]([C:6]1[CH:10]=[CH:11][C:3]([CH:1]([OH:2])[S:13]([O-:15])(=[O:14])=[O:12])=[CH:4][CH:5]=1)([OH:9])=[O:8].[Na+:16]. The yield is 0.940.